Dataset: Reaction yield outcomes from USPTO patents with 853,638 reactions. Task: Predict the reaction yield, written as a fraction of the theoretical maximum amount of product (1.0 means a 100% yield; for example, 0.34 means a 34% yield). (1) The reactants are CN1CCOCC1.[C:8]([O:12][C:13]([N:15]1[C@H:19]([C:20]2[CH:25]=[CH:24][CH:23]=[CH:22][CH:21]=2)[CH2:18][CH2:17][C@@H:16]1[C:26](O)=[O:27])=[O:14])([CH3:11])([CH3:10])[CH3:9].[BH4-].[Na+]. The catalyst is COCCOC.O. The product is [OH:27][CH2:26][C@H:16]1[CH2:17][CH2:18][C@@H:19]([C:20]2[CH:21]=[CH:22][CH:23]=[CH:24][CH:25]=2)[N:15]1[C:13]([O:12][C:8]([CH3:11])([CH3:10])[CH3:9])=[O:14]. The yield is 0.920. (2) The yield is 0.420. The reactants are I[CH3:2].[Cl:3][C:4]1[CH:9]=[CH:8][C:7]([CH:10]([C:29]2[N:30]=[CH:31][NH:32][CH:33]=2)[C:11]2[CH:12]=[C:13]3[C:18](=[CH:19][CH:20]=2)[N:17]([CH3:21])[C:16](=[O:22])[CH:15]=[C:14]3[C:23]2[CH:28]=[CH:27][CH:26]=[CH:25][CH:24]=2)=[CH:6][CH:5]=1.O. The catalyst is [Cl-].C([N+](CC)(CC)CC)C1C=CC=CC=1.C1COCC1.[OH-].[Na+]. The product is [Cl:3][C:4]1[CH:9]=[CH:8][C:7]([CH:10]([C:29]2[N:30]=[CH:31][N:32]([CH3:2])[CH:33]=2)[C:11]2[CH:12]=[C:13]3[C:18](=[CH:19][CH:20]=2)[N:17]([CH3:21])[C:16](=[O:22])[CH:15]=[C:14]3[C:23]2[CH:28]=[CH:27][CH:26]=[CH:25][CH:24]=2)=[CH:6][CH:5]=1. (3) The reactants are Br[CH2:2][CH2:3][CH2:4][CH2:5][N:6]1[CH2:11][C:10]2[CH:12]=[C:13]([F:16])[CH:14]=[CH:15][C:9]=2[N:8]([C:17]2[CH:22]=[CH:21][CH:20]=[CH:19][C:18]=2[F:23])[S:7]1(=[O:25])=[O:24].[CH:26]1([NH2:29])[CH2:28][CH2:27]1.Cl. No catalyst specified. The product is [F:16][C:13]1[CH:14]=[CH:15][C:9]2[N:8]([C:17]3[CH:22]=[CH:21][CH:20]=[CH:19][C:18]=3[F:23])[S:7](=[O:25])(=[O:24])[N:6]([CH2:5][CH2:4][CH2:3][CH2:2][NH:29][CH:26]3[CH2:28][CH2:27]3)[CH2:11][C:10]=2[CH:12]=1. The yield is 0.850. (4) The reactants are [CH3:1][O:2][C:3](=[O:23])[NH:4][CH:5]([C:9]([N:11]1[CH2:15][CH2:14][CH2:13][CH:12]1[C:16]1[NH:17][C:18]([C:21]#[CH:22])=[CH:19][N:20]=1)=[O:10])[CH:6]([CH3:8])[CH3:7].[Br:24][C:25]1[CH:30]=[CH:29][C:28](Br)=[CH:27][CH:26]=1.C(N(CC)CC)C. The catalyst is CN(C=O)C.C1C=CC([P]([Pd]([P](C2C=CC=CC=2)(C2C=CC=CC=2)C2C=CC=CC=2)([P](C2C=CC=CC=2)(C2C=CC=CC=2)C2C=CC=CC=2)[P](C2C=CC=CC=2)(C2C=CC=CC=2)C2C=CC=CC=2)(C2C=CC=CC=2)C2C=CC=CC=2)=CC=1.[Cu]I. The product is [CH3:1][O:2][C:3](=[O:23])[NH:4][CH:5]([C:9]([N:11]1[CH2:15][CH2:14][CH2:13][CH:12]1[C:16]1[NH:17][C:18]([C:21]#[C:22][C:28]2[CH:29]=[CH:30][C:25]([Br:24])=[CH:26][CH:27]=2)=[CH:19][N:20]=1)=[O:10])[CH:6]([CH3:8])[CH3:7]. The yield is 0.510. (5) The reactants are [CH2:1]([NH2:15])[CH2:2][CH2:3][CH2:4][CH2:5][CH2:6][CH2:7][CH2:8][CH2:9][CH2:10][CH2:11][CH2:12][CH2:13][CH3:14].[CH2:16]([NH:19][S:20](Cl)(=[O:22])=[O:21])[CH2:17][CH3:18]. No catalyst specified. The product is [CH2:16]([NH:19][S:20]([NH:15][CH2:1][CH2:2][CH2:3][CH2:4][CH2:5][CH2:6][CH2:7][CH2:8][CH2:9][CH2:10][CH2:11][CH2:12][CH2:13][CH3:14])(=[O:22])=[O:21])[CH2:17][CH3:18]. The yield is 0.550.